From a dataset of Forward reaction prediction with 1.9M reactions from USPTO patents (1976-2016). Predict the product of the given reaction. (1) Given the reactants [Br:1][C:2]1[CH:12]=[C:11]([C:13]([NH2:15])=[O:14])[C:10]([NH:16][CH2:17][CH:18]([CH3:20])[CH3:19])=[CH:9][C:3]=1[C:4]([O:6]CC)=[O:5].[OH-].[Na+], predict the reaction product. The product is: [NH2:15][C:13]([C:11]1[C:10]([NH:16][CH2:17][CH:18]([CH3:19])[CH3:20])=[CH:9][C:3]([C:4]([OH:6])=[O:5])=[C:2]([Br:1])[CH:12]=1)=[O:14]. (2) Given the reactants [Cl:1][C:2]1[C:3]([C:25]#[N:26])=[C:4]([C:8]([NH:10][C@@H:11]2[CH2:16][CH2:15][N:14](C(OCC)=O)[CH2:13][C@@H:12]2[O:22][CH2:23][CH3:24])=[O:9])[NH:5][C:6]=1[CH3:7].[OH-].[K+].O.NN.O, predict the reaction product. The product is: [Cl:1][C:2]1[C:3]([C:25]#[N:26])=[C:4]([C:8]([NH:10][C@@H:11]2[CH2:16][CH2:15][NH:14][CH2:13][C@@H:12]2[O:22][CH2:23][CH3:24])=[O:9])[NH:5][C:6]=1[CH3:7]. (3) Given the reactants [C:1](Cl)(=[O:5])[CH:2]([CH3:4])[CH3:3].[NH2:7][C@@H:8]1[CH2:13][CH2:12][C@H:11]([NH:14][C:15](=[O:21])[O:16][C:17]([CH3:20])([CH3:19])[CH3:18])[CH2:10][CH2:9]1.C(N(CC)C(C)C)(C)C, predict the reaction product. The product is: [C:1]([NH:7][C@@H:8]1[CH2:13][CH2:12][C@H:11]([NH:14][C:15](=[O:21])[O:16][C:17]([CH3:19])([CH3:18])[CH3:20])[CH2:10][CH2:9]1)(=[O:5])[CH:2]([CH3:4])[CH3:3]. (4) Given the reactants CS[C:3]1[N:4]=[C:5]([CH2:12][C:13]2[CH:17]=[CH:16][S:15][CH:14]=2)[NH:6][C:7](=[O:11])[C:8]=1[C:9]#[N:10].[CH2:18]([NH2:21])[CH2:19][CH3:20], predict the reaction product. The product is: [O:11]=[C:7]1[NH:6][C:5]([CH2:12][C:13]2[CH:17]=[CH:16][S:15][CH:14]=2)=[N:4][C:3]([NH:21][CH2:18][CH2:19][CH3:20])=[C:8]1[C:9]#[N:10]. (5) Given the reactants [CH3:1][C:2]([C:7]1[CH:8]=[N:9][CH:10]=[C:11]([C:13]2[CH:14]=[C:15]3[C:20](=[CH:21][CH:22]=2)[N:19]([CH3:23])[C:18](=[O:24])[CH2:17][CH2:16]3)[CH:12]=1)(C)[C:3](O)=O.C1(P([N:39]=[N+]=[N-])(C2C=CC=CC=2)=O)C=CC=CC=1, predict the reaction product. The product is: [NH2:39][C:2]([C:7]1[CH:12]=[C:11]([C:13]2[CH:14]=[C:15]3[C:20](=[CH:21][CH:22]=2)[N:19]([CH3:23])[C:18](=[O:24])[CH2:17][CH2:16]3)[CH:10]=[N:9][CH:8]=1)([CH3:3])[CH3:1]. (6) Given the reactants [CH3:1][N:2]1[CH:6]=[CH:5][N:4]=[CH:3]1.[H+].[F:8][P-:9]([F:14])([F:13])([F:12])([F:11])[F:10].[CH2:15]1[O:18][CH:16]1[CH3:17], predict the reaction product. The product is: [F:8][P-:9]([F:14])([F:13])([F:12])([F:11])[F:10].[OH:18][CH:16]([CH3:17])[CH2:15][N+:4]1[CH:5]=[CH:6][N:2]([CH3:1])[CH:3]=1. (7) Given the reactants Br[C:2]1[CH:7]=[CH:6][CH:5]=[CH:4][C:3]=1[Br:8].[CH:9]1([NH2:13])[CH2:12][CH2:11][CH2:10]1.C([O-])([O-])=O.[Cs+].[Cs+].C1(P(C2C=CC=CC=2)C2C3OC4C(=CC=CC=4P(C4C=CC=CC=4)C4C=CC=CC=4)C(C)(C)C=3C=CC=2)C=CC=CC=1, predict the reaction product. The product is: [Br:8][C:3]1[CH:4]=[CH:5][CH:6]=[CH:7][C:2]=1[NH:13][CH:9]1[CH2:12][CH2:11][CH2:10]1.